Task: Regression/Classification. Given a drug SMILES string, predict its absorption, distribution, metabolism, or excretion properties. Task type varies by dataset: regression for continuous measurements (e.g., permeability, clearance, half-life) or binary classification for categorical outcomes (e.g., BBB penetration, CYP inhibition). For this dataset (solubility_aqsoldb), we predict Y.. Dataset: Aqueous solubility values for 9,982 compounds from the AqSolDB database (1) The molecule is CC(=O)C(N=Nc1ccc(Cl)cc1[N+](=O)[O-])C(=O)Nc1ccccc1Cl. The Y is -7.72 log mol/L. (2) The drug is CCNC(=O)NC(=O)/C(C#N)=N/OC. The Y is -2.30 log mol/L. (3) The compound is NC(=O)N1c2ccccc2C=Cc2ccccc21. The Y is -3.29 log mol/L. (4) The Y is -2.33 log mol/L. The compound is C=C(C)C. (5) The compound is CCCCCCCC/C=C\CCCCCCCC(=O)OCC(O)COB(O)O.CCCCCCCC/C=C\CCCCCCCC(=O)OCC(O)COB(O)OCC(O)COC(=O)CCCCCCC/C=C\CCCCCCCC.CCCCCCCC/C=C\CCCCCCCC(=O)OCC(O)COB(OCC(O)COC(=O)CCCCCCC/C=C\CCCCCCCC)OCC(O)COC(=O)CCCCCCC/C=C\CCCCCCCC. The Y is -5.35 log mol/L. (6) The compound is CC(C)(C)OOC(C)(C)C#CC(C)(C)OOC(C)(C)C. The Y is -5.11 log mol/L. (7) The compound is Nc1ccc(S(=O)(=O)Nc2cccc(Cl)c2Cl)cc1. The Y is -4.73 log mol/L. (8) The compound is CCCCCCCCCCCCCCCC(=O)O. The Y is -6.81 log mol/L. (9) The drug is COC(=O)C1(S(=O)(=O)c2ccccc2)CCCC1. The Y is -2.55 log mol/L.